Task: Predict the reactants needed to synthesize the given product.. Dataset: Full USPTO retrosynthesis dataset with 1.9M reactions from patents (1976-2016) (1) Given the product [CH:1]1([N:4]2[CH2:5][CH2:6][N:7]([C:10]3[CH:11]=[CH:12][C:13]([C:14]([NH:39][C:36]4[NH:37][N:38]=[C:34]([O:33][CH2:32][C:26]5[CH:27]=[C:28]([O:30][CH3:31])[CH:29]=[C:24]([O:23][CH3:22])[CH:25]=5)[CH:35]=4)=[O:16])=[CH:19][CH:20]=3)[CH2:8][CH2:9]2)[CH2:2][CH2:3]1, predict the reactants needed to synthesize it. The reactants are: [CH:1]1([N:4]2[CH2:9][CH2:8][N:7]([C:10]3[CH:20]=[CH:19][C:13]([C:14]([O:16]CC)=O)=[CH:12][CH:11]=3)[CH2:6][CH2:5]2)[CH2:3][CH2:2]1.Cl.[CH3:22][O:23][C:24]1[CH:25]=[C:26]([CH2:32][O:33][C:34]2[CH:35]=[C:36]([NH2:39])[NH:37][N:38]=2)[CH:27]=[C:28]([O:30][CH3:31])[CH:29]=1.C[Al](C)C.C1(C)C=CC=CC=1. (2) Given the product [NH2:1][C:2](=[N:12][O:13][C:27](=[O:28])[C:26]1[CH:30]=[CH:31][CH:32]=[C:24]([Cl:23])[CH:25]=1)[CH2:3][P:4](=[O:11])([O:8][CH2:9][CH3:10])[O:5][CH2:6][CH3:7], predict the reactants needed to synthesize it. The reactants are: [NH2:1][C:2](=[N:12][OH:13])[CH2:3][P:4](=[O:11])([O:8][CH2:9][CH3:10])[O:5][CH2:6][CH3:7].CCN(C(C)C)C(C)C.[Cl:23][C:24]1[CH:25]=[C:26]([CH:30]=[CH:31][CH:32]=1)[C:27](Cl)=[O:28]. (3) Given the product [F:40][C:35]1[CH:34]=[C:33]([N+:30]([O-:32])=[O:31])[CH:38]=[CH:37][C:36]=1[O:39][C:2]1[C:7]2[S:8][C:9]([C:11]3[N:16]=[C:15]([CH2:17][N:18]([CH2:26][CH2:27][O:28][CH3:29])[C:19](=[O:25])[O:20][C:21]([CH3:24])([CH3:23])[CH3:22])[CH:14]=[CH:13][CH:12]=3)=[CH:10][C:6]=2[CH:5]=[CH:4][CH:3]=1, predict the reactants needed to synthesize it. The reactants are: Cl[C:2]1[C:7]2[S:8][C:9]([C:11]3[N:16]=[C:15]([CH2:17][N:18]([CH2:26][CH2:27][O:28][CH3:29])[C:19](=[O:25])[O:20][C:21]([CH3:24])([CH3:23])[CH3:22])[CH:14]=[CH:13][CH:12]=3)=[CH:10][C:6]=2[CH:5]=[CH:4][CH:3]=1.[N+:30]([C:33]1[CH:38]=[CH:37][C:36]([OH:39])=[C:35]([F:40])[CH:34]=1)([O-:32])=[O:31].CCN(CC)CC. (4) Given the product [CH3:15][C:14]1[N:6]=[C:2]2[N:3]([C:8]=1[C:9]([O:11][CH2:12][CH3:13])=[O:10])[CH:4]=[CH:5][S:1]2, predict the reactants needed to synthesize it. The reactants are: [S:1]1[CH:5]=[CH:4][N:3]=[C:2]1[NH2:6].Cl[CH:8]([C:14](=O)[CH3:15])[C:9]([O:11][CH2:12][CH3:13])=[O:10]. (5) Given the product [Cl:1][C:2]1[CH:3]=[C:4]([CH:25]=[CH:26][CH:27]=1)[CH2:5][O:6][C:7]1[CH:16]=[C:15]2[C:10]([CH2:11][CH:12]([CH2:39][C:40]([O:42][CH2:43][CH3:44])=[O:41])[C:13](=[O:24])[N:14]2[C:17]([O:19][C:20]([CH3:23])([CH3:21])[CH3:22])=[O:18])=[CH:9][CH:8]=1, predict the reactants needed to synthesize it. The reactants are: [Cl:1][C:2]1[CH:3]=[C:4]([CH:25]=[CH:26][CH:27]=1)[CH2:5][O:6][C:7]1[CH:16]=[C:15]2[C:10]([CH2:11][CH2:12][C:13](=[O:24])[N:14]2[C:17]([O:19][C:20]([CH3:23])([CH3:22])[CH3:21])=[O:18])=[CH:9][CH:8]=1.C[Si]([N-][Si](C)(C)C)(C)C.[Li+].Br[CH2:39][C:40]([O:42][CH2:43][CH3:44])=[O:41]. (6) Given the product [Cl:12][C:13]1[CH:14]=[C:15]([CH:16]=[C:17]([Cl:19])[CH:18]=1)[NH:20][C:21]([N:4]1[CH2:5][CH2:6][NH:1][CH:2]([C:7]([O:9][CH2:10][CH3:11])=[O:8])[CH2:3]1)=[O:22], predict the reactants needed to synthesize it. The reactants are: [NH:1]1[CH2:6][CH2:5][NH:4][CH2:3][CH:2]1[C:7]([O:9][CH2:10][CH3:11])=[O:8].[Cl:12][C:13]1[CH:14]=[C:15]([N:20]=[C:21]=[O:22])[CH:16]=[C:17]([Cl:19])[CH:18]=1. (7) Given the product [CH2:1]([C:5]1[N:21]=[C:8]2[C:9]([C:19]#[N:20])=[C:10]([CH3:18])[C:11]([CH2:14][CH2:15][CH2:16][CH3:17])=[C:12]([Cl:24])[N:7]2[N:6]=1)[CH:2]([CH3:4])[CH3:3], predict the reactants needed to synthesize it. The reactants are: [CH2:1]([C:5]1[NH:21][C:8]2=[C:9]([C:19]#[N:20])[C:10]([CH3:18])=[C:11]([CH2:14][CH2:15][CH2:16][CH3:17])[C:12](=O)[N:7]2[N:6]=1)[CH:2]([CH3:4])[CH3:3].P(Cl)(Cl)([Cl:24])=O.